Predict the product of the given reaction. From a dataset of Forward reaction prediction with 1.9M reactions from USPTO patents (1976-2016). (1) Given the reactants BrC1C=[C:6]([CH2:8][C:9]2[C:18]3[CH2:17][CH2:16][CH2:15][CH2:14][C:13]=3[C:12](=[O:19])[NH:11][N:10]=2)[CH:5]=CN=1.C([N:22]([CH2:25][CH3:26])[CH2:23][CH3:24])C.[C]=[O:28].CN(C)[CH:31]=[O:32], predict the reaction product. The product is: [O:19]=[C:12]1[C:13]2[CH2:14][CH2:15][CH2:16][CH2:17][C:18]=2[C:9]([CH2:8][C:6]2[CH:24]=[CH:23][N:22]=[C:25]([C:26]([O:32][CH3:31])=[O:28])[CH:5]=2)=[N:10][NH:11]1. (2) The product is: [CH2:14]([O:13][C:11]([C:3]1[O:4][C:5]2[CH:10]=[CH:9][N:8]=[CH:7][C:6]=2[C:2]=1[O:1][C:22]1[CH:21]=[CH:20][C:19]([N+:24]([O-:26])=[O:25])=[CH:18][C:17]=1[F:16])=[O:12])[CH3:15]. Given the reactants [OH:1][C:2]1[C:6]2[CH:7]=[N:8][CH:9]=[CH:10][C:5]=2[O:4][C:3]=1[C:11]([O:13][CH2:14][CH3:15])=[O:12].[F:16][C:17]1[CH:18]=[C:19]([N+:24]([O-:26])=[O:25])[CH:20]=[CH:21][C:22]=1F.C1OCCOCCOCCOCCOCCOC1.[H-].[K+].O.[Cl-].[Na+].O, predict the reaction product. (3) Given the reactants [N+:1]([C:4]1[C:5]([C:16]#[C:17][Si](C)(C)C)=[C:6]([C:10]#[C:11][Si](C)(C)C)[CH:7]=[CH:8][CH:9]=1)([O-:3])=[O:2].[F-:22].[Cs+].[F:24][C:25]1[N:30]=[C:29]([F:31])[C:28]([F:32])=[C:27](F)[C:26]=1[F:34].ClCCl, predict the reaction product. The product is: [N+:1]([C:4]1[C:5]([C:16]#[C:17][C:27]2[C:28]([F:32])=[C:29]([F:31])[N:30]=[C:25]([F:24])[C:26]=2[F:34])=[C:6]([C:10]#[C:11][C:27]2[C:26]([F:22])=[C:25]([F:24])[N:30]=[C:29]([F:31])[C:28]=2[F:32])[CH:7]=[CH:8][CH:9]=1)([O-:3])=[O:2]. (4) Given the reactants Cl[C:2]1[CH:3]=[C:4]([CH2:19][N:20]2[C:24]([CH3:25])=[CH:23][C:22]([NH:26][C:27]([CH:29]3[CH2:34][CH2:33][O:32][CH2:31][CH2:30]3)=[O:28])=[N:21]2)[C:5]2[O:9][C:8]([C:10]3[CH:15]=CC(C#N)=C[CH:11]=3)=[CH:7][C:6]=2[CH:18]=1.[NH2:35][C:36]1C=C(C)N(CC2C3OC(C(C)C)=CC=3C=C(C#N)C=2)N=1, predict the reaction product. The product is: [C:36]([C:2]1[CH:3]=[C:4]([CH2:19][N:20]2[C:24]([CH3:25])=[CH:23][C:22]([NH:26][C:27]([CH:29]3[CH2:34][CH2:33][O:32][CH2:31][CH2:30]3)=[O:28])=[N:21]2)[C:5]2[O:9][C:8]([CH:10]([CH3:15])[CH3:11])=[CH:7][C:6]=2[CH:18]=1)#[N:35]. (5) Given the reactants C(O)(C(F)(F)F)=O.[NH2:8][CH:9]([CH:44]([F:46])[F:45])[CH2:10][C:11]1[CH:42]=[CH:41][C:40]([Cl:43])=[CH:39][C:12]=1[CH2:13][NH:14][C:15](=[O:38])[C@@H:16]1[CH2:20][CH2:19][CH2:18][N:17]1[C:21](=[O:37])[C@H:22]([NH:29]C(OC(C)(C)C)=O)[CH:23]1[CH2:28][CH2:27][CH2:26][CH2:25][CH2:24]1, predict the reaction product. The product is: [NH2:29][C@H:22]([CH:23]1[CH2:24][CH2:25][CH2:26][CH2:27][CH2:28]1)[C:21]([N:17]1[CH2:18][CH2:19][CH2:20][C@H:16]1[C:15]([NH:14][CH2:13][C:12]1[CH:39]=[C:40]([Cl:43])[CH:41]=[CH:42][C:11]=1[CH2:10][CH:9]([NH2:8])[CH:44]([F:46])[F:45])=[O:38])=[O:37].